This data is from Reaction yield outcomes from USPTO patents with 853,638 reactions. The task is: Predict the reaction yield, written as a fraction of the theoretical maximum amount of product (1.0 means a 100% yield; for example, 0.34 means a 34% yield). (1) The reactants are [Cl:1][CH2:2][C:3]1[CH:8]=[CH:7][C:6]([CH2:9]Cl)=[CH:5][CH:4]=1.[Cl:11][SiH:12]([Cl:14])[Cl:13]. The catalyst is [Cl-].C([P+](CCCC)(CCCC)CCCC)CCC.C1C=CC=CC=1. The product is [Cl:1][CH2:2][C:3]1[CH:8]=[CH:7][C:6]([CH2:9][Si:12]([Cl:14])([Cl:13])[Cl:11])=[CH:5][CH:4]=1.[Cl:11][Si:12]([CH2:2][C:3]1[CH:8]=[CH:7][C:6]([CH2:9][Si:12]([Cl:14])([Cl:13])[Cl:11])=[CH:5][CH:4]=1)([Cl:14])[Cl:13]. The yield is 0.300. (2) The reactants are [O:1]1[CH:5]=[CH:4][CH:3]=[C:2]1[C:6]1[C:14]2[C:13]([S:15][CH3:16])=[N:12][CH:11]=[N:10][C:9]=2[N:8]([C@@H:17]2[O:23][C@H:22]([CH2:24][OH:25])[C@@H:20]([OH:21])[C@H:18]2[OH:19])[CH:7]=1.I[C:27]1[C:35]2C(SC)=NC=N[C:30]=2N([C@@H]2O[C@H](CO)[C@@H](O)[C@H]2O)[CH:28]=1.O1C2C=CC=CC=2C=C1B(O)O.CO. The catalyst is C(Cl)(Cl)Cl. The product is [O:1]1[C:5]2[CH:28]=[CH:27][CH:35]=[CH:30][C:4]=2[CH:3]=[C:2]1[C:6]1[C:14]2[C:13]([S:15][CH3:16])=[N:12][CH:11]=[N:10][C:9]=2[N:8]([C@@H:17]2[O:23][C@H:22]([CH2:24][OH:25])[C@@H:20]([OH:21])[C@H:18]2[OH:19])[CH:7]=1. The yield is 0.230. (3) The yield is 0.970. The product is [Br:1][C:2]1[CH:3]=[CH:4][C:5]([C@@H:8]([NH:10][CH2:11][CH2:12][C:13](=[O:14])[CH:18]([CH3:20])[CH3:19])[CH3:9])=[CH:6][CH:7]=1. The catalyst is CO. The reactants are [Br:1][C:2]1[CH:7]=[CH:6][C:5]([C@@H:8]([NH:10][CH2:11][CH2:12][C:13]2([CH:18]([CH3:20])[CH3:19])OCC[O:14]2)[CH3:9])=[CH:4][CH:3]=1.Cl.C([O-])(O)=O.[Na+]. (4) The yield is 1.00. The product is [F:1][C:2]1[C:10]([OH:11])=[C:9]2[C:5]([CH:6]=[C:7]([C:16]([OH:18])=[O:17])[NH:8]2)=[CH:4][C:3]=1[O:21][C:22]1[CH:23]=[N:24][C:25]([S:28]([CH3:31])(=[O:29])=[O:30])=[CH:26][CH:27]=1. The reactants are [F:1][C:2]1[C:10]([O:11]S(C)(=O)=O)=[C:9]2[C:5]([CH:6]=[C:7]([C:16]([O:18]CC)=[O:17])[NH:8]2)=[CH:4][C:3]=1[O:21][C:22]1[CH:23]=[N:24][C:25]([S:28]([CH3:31])(=[O:30])=[O:29])=[CH:26][CH:27]=1.O1CCCC1.CO.[OH-].[K+]. The catalyst is O. (5) The yield is 0.110. The catalyst is C(#N)C.C(OCC)(=O)C.CC(P(C(C)(C)C)C1C=CC(N(C)C)=CC=1)(C)C.CC(P(C(C)(C)C)C1C=CC(N(C)C)=CC=1)(C)C.Cl[Pd]Cl. The product is [F:1][C@H:2]1[CH2:4][C@H:3]1[C:5]([NH:7][C:8]1[N:9]=[CH:10][C:11]2[C:16]([CH:17]=1)=[CH:15][CH:14]=[C:13]([C:28]1[C:29]([CH2:36][OH:37])=[N:30][CH:31]=[C:32]([F:35])[C:33]=1[CH3:34])[CH:12]=2)=[O:6]. The reactants are [F:1][C@H:2]1[CH2:4][C@H:3]1[C:5]([NH:7][C:8]1[N:9]=[CH:10][C:11]2[C:16]([CH:17]=1)=[CH:15][CH:14]=[C:13](B1OC(C)(C)C(C)(C)O1)[CH:12]=2)=[O:6].Br[C:28]1[C:29]([CH2:36][OH:37])=[N:30][CH:31]=[C:32]([F:35])[C:33]=1[CH3:34].C(=O)([O-])[O-].[Na+].[Na+]. (6) The reactants are [OH:1][CH:2]([C:22]1[CH:23]=[C:24]([CH:29]=[CH:30][N:31]=1)[C:25](OC)=[O:26])[CH2:3][C:4]1[CH:12]=[C:11]([CH3:13])[C:10]2[C:6](=[CH:7][N:8]([CH2:14][O:15][CH2:16][CH2:17][Si:18]([CH3:21])([CH3:20])[CH3:19])[N:9]=2)[CH:5]=1.[O:32]=[C:33]1[N:42]([CH:43]2[CH2:48][CH2:47][N:46]([C:49](OC3C=CC([N+]([O-])=O)=CC=3)=[O:50])[CH2:45][CH2:44]2)[CH2:41][C:40]2[C:35](=[CH:36][CH:37]=[CH:38][CH:39]=2)[NH:34]1.[H-].[Na+].[O:63]1CCCC1. No catalyst specified. The product is [CH3:13][C:11]1[C:10]2[C:6](=[CH:7][N:8]([CH2:14][O:15][CH2:16][CH2:17][Si:18]([CH3:19])([CH3:21])[CH3:20])[N:9]=2)[CH:5]=[C:4]([CH2:3][CH:2]([C:22]2[CH:23]=[C:24]([CH:29]=[CH:30][N:31]=2)[C:25]([OH:26])=[O:63])[O:1][C:49]([N:46]2[CH2:45][CH2:44][CH:43]([N:42]3[CH2:41][C:40]4[C:35](=[CH:36][CH:37]=[CH:38][CH:39]=4)[NH:34][C:33]3=[O:32])[CH2:48][CH2:47]2)=[O:50])[CH:12]=1. The yield is 0.628. (7) The reactants are C(N(CC)CC)C.[CH:8]([C:10]1[C:18]2[C:13](=[CH:14][CH:15]=[CH:16][CH:17]=2)[N:12](C(OC(C)(C)C)=O)[CH:11]=1)=[O:9].[CH:26](=[N:33][C:34]1[CH:35]=[C:36]([O:43][CH3:44])[C:37]([N:40]([CH3:42])[CH3:41])=[N:38][CH:39]=1)[C:27]1[CH:32]=[CH:31][CH:30]=[CH:29][CH:28]=1. The catalyst is [Cl-].C([N+]1C(C)=C(CCO)SC=1)C1C=CC=CC=1.C(O)C. The product is [CH3:41][N:40]([CH3:42])[C:37]1[N:38]=[CH:39][C:34]([NH:33][CH:26]([C:27]2[CH:28]=[CH:29][CH:30]=[CH:31][CH:32]=2)[C:8]([C:10]2[C:18]3[C:13](=[CH:14][CH:15]=[CH:16][CH:17]=3)[NH:12][CH:11]=2)=[O:9])=[CH:35][C:36]=1[O:43][CH3:44]. The yield is 0.120. (8) The yield is 0.900. The reactants are [C:1]([C:4]1[CH:5]=[C:6]([NH:10][C:11](=[O:42])[CH2:12][C:13]2[C:14]([C:35]3[CH:40]=[CH:39][C:38]([CH3:41])=[CH:37][CH:36]=3)=[C:15]([CH2:26][NH:27]C(=O)OC(C)(C)C)[C:16]([CH2:21][C:22]([CH3:25])([CH3:24])[CH3:23])=[N:17][C:18]=2[CH2:19][CH3:20])[CH:7]=[CH:8][CH:9]=1)(=[O:3])[CH3:2].C(OC(=O)C)C.[ClH:49]. No catalyst specified. The product is [ClH:49].[ClH:49].[C:1]([C:4]1[CH:5]=[C:6]([NH:10][C:11](=[O:42])[CH2:12][C:13]2[C:18]([CH2:19][CH3:20])=[N:17][C:16]([CH2:21][C:22]([CH3:24])([CH3:23])[CH3:25])=[C:15]([CH2:26][NH2:27])[C:14]=2[C:35]2[CH:36]=[CH:37][C:38]([CH3:41])=[CH:39][CH:40]=2)[CH:7]=[CH:8][CH:9]=1)(=[O:3])[CH3:2]. (9) The reactants are CON(C)[C:4](=[O:9])[CH2:5][CH2:6][CH2:7][CH3:8].[CH2:11]([Mg]Cl)[C:12]1[CH:17]=[CH:16][CH:15]=[CH:14][CH:13]=1.Cl. The catalyst is C1COCC1. The product is [C:12]1([CH2:11][C:4](=[O:9])[CH2:5][CH2:6][CH2:7][CH3:8])[CH:17]=[CH:16][CH:15]=[CH:14][CH:13]=1. The yield is 0.710.